From a dataset of Forward reaction prediction with 1.9M reactions from USPTO patents (1976-2016). Predict the product of the given reaction. (1) Given the reactants Br[C:2]1[CH:10]=[C:9]([Cl:11])[CH:8]=[C:7]2[C:3]=1[CH:4]=[N:5][NH:6]2.[CH3:12][N:13](C=O)C, predict the reaction product. The product is: [Cl:11][C:9]1[CH:10]=[C:2]([C:12]#[N:13])[C:3]2[CH:4]=[N:5][NH:6][C:7]=2[CH:8]=1. (2) Given the reactants [H-].[Na+].[F:3][C:4]([F:24])([F:23])[C:5]1[CH:6]=[C:7]([C@H:15]2[O:20][C:19](=[O:21])[NH:18][C@@H:17]([CH3:22])[CH2:16]2)[CH:8]=[C:9]([C:11]([F:14])([F:13])[F:12])[CH:10]=1.[Br:25][C:26]1[C:27]([CH2:33]Br)=[N:28][C:29]([Cl:32])=[CH:30][CH:31]=1, predict the reaction product. The product is: [F:24][C:4]([F:3])([F:23])[C:5]1[CH:6]=[C:7]([C@H:15]2[O:20][C:19](=[O:21])[N:18]([CH2:33][C:27]3[C:26]([Br:25])=[CH:31][CH:30]=[C:29]([Cl:32])[N:28]=3)[C@@H:17]([CH3:22])[CH2:16]2)[CH:8]=[C:9]([C:11]([F:12])([F:13])[F:14])[CH:10]=1. (3) Given the reactants [O:1]=[C:2]1[CH2:7][CH2:6][N:5]([C:8]([O:10][C:11]([CH3:14])([CH3:13])[CH3:12])=[O:9])[CH2:4][CH2:3]1.[C-:15]#[N:16].[Na+].C([O-])(O)=O.[Na+], predict the reaction product. The product is: [C:15]([C:2]1([OH:1])[CH2:3][CH2:4][N:5]([C:8]([O:10][C:11]([CH3:14])([CH3:13])[CH3:12])=[O:9])[CH2:6][CH2:7]1)#[N:16]. (4) The product is: [C:22]([O:21][C:19]([N:16]1[CH2:15][CH2:14][N:13]([C:10]2[CH:9]=[CH:8][C:7]([C:6]3[C:2]([CH3:1])=[N:3][O:4][C:5]=3[N:26]([C:27]([O:29][CH2:30][C:31]([Cl:32])([Cl:33])[Cl:34])=[O:28])[C@H:36]([C:37]([O:39][CH3:40])=[O:38])[CH2:41][CH:42]([CH3:44])[CH3:43])=[CH:12][CH:11]=2)[CH2:18][CH2:17]1)=[O:20])([CH3:25])([CH3:23])[CH3:24]. Given the reactants [CH3:1][C:2]1[C:6]([C:7]2[CH:12]=[CH:11][C:10]([N:13]3[CH2:18][CH2:17][N:16]([C:19]([O:21][C:22]([CH3:25])([CH3:24])[CH3:23])=[O:20])[CH2:15][CH2:14]3)=[CH:9][CH:8]=2)=[C:5]([NH:26][C:27]([O:29][CH2:30][C:31]([Cl:34])([Cl:33])[Cl:32])=[O:28])[O:4][N:3]=1.O[CH:36]([CH2:41][CH:42]([CH3:44])[CH3:43])[C:37]([O:39][CH3:40])=[O:38].C1(P(C2C=CC=CC=2)C2C=CC=CC=2)C=CC=CC=1.N(C(OC(C)C)=O)=NC(OC(C)C)=O, predict the reaction product. (5) Given the reactants [H-].[Na+].Br[C@@H:4]([CH3:8])[C:5]([OH:7])=[O:6].[CH2:9]([C:12]1[CH:17]=[CH:16][C:15]([OH:18])=[CH:14][CH:13]=1)[CH2:10][CH3:11].C1([O-])C=CC=CC=1.BrC(C)C([O-])=O, predict the reaction product. The product is: [CH2:9]([C:12]1[CH:17]=[CH:16][C:15]([O:18][C@@H:4]([CH3:8])[C:5]([OH:7])=[O:6])=[CH:14][CH:13]=1)[CH2:10][CH3:11]. (6) Given the reactants [NH2:1][C:2]1[C:3]2[N:4]([C:8]([C@H:24]3[CH2:27][C@H:26]([CH2:28][O:29]S(C4C=CC(C)=CC=4)(=O)=O)[CH2:25]3)=[N:9][C:10]=2[C:11]2[CH:16]=[CH:15][C:14]([O:17][C:18]3[CH:23]=[CH:22][CH:21]=[CH:20][CH:19]=3)=[CH:13][CH:12]=2)[CH:5]=[CH:6][N:7]=1.[OH-].[K+].O.Cl, predict the reaction product. The product is: [NH2:1][C:2]1[C:3]2[N:4]([C:8]([C@H:24]3[CH2:25][C@H:26]([CH2:28][OH:29])[CH2:27]3)=[N:9][C:10]=2[C:11]2[CH:12]=[CH:13][C:14]([O:17][C:18]3[CH:23]=[CH:22][CH:21]=[CH:20][CH:19]=3)=[CH:15][CH:16]=2)[CH:5]=[CH:6][N:7]=1. (7) Given the reactants Cl.Cl.[NH:3]1[CH2:8][CH2:7][CH2:6][C@H:5]([NH:9][C:10]2[CH:11]=[C:12]3[C:16](=[CH:17][CH:18]=2)[NH:15][N:14]=[CH:13]3)[CH2:4]1.[C:19]([O:27][CH2:28][CH2:29][O:30][C:31]1[CH:36]=[CH:35][CH:34]=[C:33]([CH:37]=O)[CH:32]=1)(=[O:26])[C:20]1[CH:25]=[CH:24][CH:23]=[CH:22][CH:21]=1.C(O[BH-](OC(=O)C)OC(=O)C)(=O)C.[Na+], predict the reaction product. The product is: [C:19]([O:27][CH2:28][CH2:29][O:30][C:31]1[CH:36]=[CH:35][CH:34]=[C:33]([CH2:37][N:3]2[CH2:8][CH2:7][CH2:6][C@H:5]([NH:9][C:10]3[CH:11]=[C:12]4[C:16](=[CH:17][CH:18]=3)[NH:15][N:14]=[CH:13]4)[CH2:4]2)[CH:32]=1)(=[O:26])[C:20]1[CH:21]=[CH:22][CH:23]=[CH:24][CH:25]=1. (8) Given the reactants [F:1][C:2]1[CH:7]=[CH:6][C:5]([C:8]2[C:9]3[CH:21]=[CH:20][C:19](=[O:22])[N:18]([C:23]4[CH:28]=[CH:27][CH:26]=[CH:25][C:24]=4[F:29])[C:10]=3[N:11]=[C:12](S(C)(=O)=O)[N:13]=2)=[C:4]([CH3:30])[CH:3]=1.[NH2:31][CH:32]1[CH2:37][CH2:36][O:35][CH2:34][CH2:33]1, predict the reaction product. The product is: [O:35]1[CH2:36][CH2:37][CH:32]([NH:31][C:12]2[N:13]=[C:8]([C:5]3[CH:6]=[CH:7][C:2]([F:1])=[CH:3][C:4]=3[CH3:30])[C:9]3[CH:21]=[CH:20][C:19](=[O:22])[N:18]([C:23]4[CH:28]=[CH:27][CH:26]=[CH:25][C:24]=4[F:29])[C:10]=3[N:11]=2)[CH2:33][CH2:34]1.